This data is from Full USPTO retrosynthesis dataset with 1.9M reactions from patents (1976-2016). The task is: Predict the reactants needed to synthesize the given product. (1) The reactants are: [NH2:1][CH2:2][C@H:3]1[CH2:8][CH2:7][C@H:6]([N:9]2[C:13]3=[C:14]4[S:20][CH:19]=[CH:18][C:15]4=[N:16][CH:17]=[C:12]3[N:11]=[C:10]2[CH2:21][C:22]#[N:23])[CH2:5][CH2:4]1.C(N(CC)CC)C.Cl[C:32]([O:34][CH3:35])=[O:33]. Given the product [C:22]([CH2:21][C:10]1[N:9]([C@H:6]2[CH2:7][CH2:8][C@H:3]([CH2:2][NH:1][C:32](=[O:33])[O:34][CH3:35])[CH2:4][CH2:5]2)[C:13]2=[C:14]3[S:20][CH:19]=[CH:18][C:15]3=[N:16][CH:17]=[C:12]2[N:11]=1)#[N:23], predict the reactants needed to synthesize it. (2) Given the product [C:40]([N:3]1[C:2]([CH3:32])([CH3:1])[CH2:7][O:6][C:5]2[CH:8]=[CH:9][C:10]([NH:12][C:13]([C:15]3[CH:16]=[CH:17][C:18]4[CH:19]=[C:20]5[C:27](=[O:28])[NH:26][CH2:25][C:24]6([CH2:31][CH2:30][CH2:29]6)[N:21]5[C:22]=4[CH:23]=3)=[O:14])=[CH:11][C:4]1=2)(=[O:43])[CH:41]=[CH2:42], predict the reactants needed to synthesize it. The reactants are: [CH3:1][C:2]1([CH3:32])[CH2:7][O:6][C:5]2[CH:8]=[CH:9][C:10]([NH:12][C:13]([C:15]3[CH:16]=[CH:17][C:18]4[CH:19]=[C:20]5[C:27](=[O:28])[NH:26][CH2:25][C:24]6([CH2:31][CH2:30][CH2:29]6)[N:21]5[C:22]=4[CH:23]=3)=[O:14])=[CH:11][C:4]=2[NH:3]1.C(N(CC)CC)C.[C:40](Cl)(=[O:43])[CH:41]=[CH2:42]. (3) Given the product [CH3:22][N:23]([CH3:40])[S:24]([C:27]1[CH:28]=[C:29]([CH:33]=[C:34]([C:36]([F:38])([F:37])[F:39])[CH:35]=1)[C:30]([N:14]([C:9]1[CH:10]=[N:11][CH:12]=[CH:13][C:8]=1[C:5]1[CH:6]=[CH:7][C:2]([F:1])=[CH:3][C:4]=1[O:20][CH3:21])[CH2:15][C:16]([F:18])([F:17])[F:19])=[O:31])(=[O:25])=[O:26], predict the reactants needed to synthesize it. The reactants are: [F:1][C:2]1[CH:7]=[CH:6][C:5]([C:8]2[CH:13]=[CH:12][N:11]=[CH:10][C:9]=2[NH:14][CH2:15][C:16]([F:19])([F:18])[F:17])=[C:4]([O:20][CH3:21])[CH:3]=1.[CH3:22][N:23]([CH3:40])[S:24]([C:27]1[CH:28]=[C:29]([CH:33]=[C:34]([C:36]([F:39])([F:38])[F:37])[CH:35]=1)[C:30](O)=[O:31])(=[O:26])=[O:25]. (4) Given the product [C:1]([C:5]1[CH:6]=[C:7]2[C:12](=[C:13]([F:15])[CH:14]=1)[C:11](=[O:16])[N:10]([C:17]1[C:18]([CH2:42][OH:43])=[C:19]([N:23]3[C:27]4=[N:28][C:29]([N:32]5[CH2:33][CH2:34][S:35](=[O:38])(=[O:39])[CH2:36][CH2:37]5)=[CH:30][CH:31]=[C:26]4[C:25]([C:40]([NH2:41])=[O:46])=[CH:24]3)[CH:20]=[CH:21][CH:22]=1)[N:9]=[CH:8]2)([CH3:4])([CH3:2])[CH3:3], predict the reactants needed to synthesize it. The reactants are: [C:1]([C:5]1[CH:6]=[C:7]2[C:12](=[C:13]([F:15])[CH:14]=1)[C:11](=[O:16])[N:10]([C:17]1[C:18]([CH2:42][OH:43])=[C:19]([N:23]3[C:27]4=[N:28][C:29]([N:32]5[CH2:37][CH2:36][S:35](=[O:39])(=[O:38])[CH2:34][CH2:33]5)=[CH:30][CH:31]=[C:26]4[C:25]([C:40]#[N:41])=[CH:24]3)[CH:20]=[CH:21][CH:22]=1)[N:9]=[CH:8]2)([CH3:4])([CH3:3])[CH3:2].C([OH:46])C.